Dataset: Reaction yield outcomes from USPTO patents with 853,638 reactions. Task: Predict the reaction yield, written as a fraction of the theoretical maximum amount of product (1.0 means a 100% yield; for example, 0.34 means a 34% yield). (1) The catalyst is CC(O)C. The reactants are [C:9](O[C:9]([O:11][C:12]([CH3:15])([CH3:14])[CH3:13])=[O:10])([O:11][C:12]([CH3:15])([CH3:14])[CH3:13])=[O:10].Cl.[CH3:17][O:18][C:19](=[O:27])[C@@H:20]([NH2:26])[C@H:21]([N:23]=[N+:24]=[N-:25])[CH3:22].CCN(C(C)C)C(C)C. The product is [CH3:17][O:18][C:19](=[O:27])[C@:20]([NH2:26])([C:9]([O:11][C:12]([CH3:13])([CH3:14])[CH3:15])=[O:10])[C@H:21]([N:23]=[N+:24]=[N-:25])[CH3:22]. The yield is 0.650. (2) The reactants are [O:1]1[C:5]2[CH:6]=[CH:7][CH:8]=[CH:9][C:4]=2[C:3]([CH2:10][C:11](O)=[O:12])=[N:2]1.CO. The catalyst is C1COCC1. The product is [O:1]1[C:5]2[CH:6]=[CH:7][CH:8]=[CH:9][C:4]=2[C:3]([CH2:10][CH2:11][OH:12])=[N:2]1. The yield is 0.678. (3) The reactants are Cl[C:2]([C:16]([F:19])([F:18])[F:17])=[C:3]([C:6]1[CH:14]=[C:13]([Cl:15])[C:9]2[O:10][CH2:11][O:12][C:8]=2[CH:7]=1)[C:4]#[N:5].[N:20]1[CH:25]=[CH:24][CH:23]=[N:22][C:21]=1[NH:26][NH2:27].C(N(CC)CC)C. The yield is 0.440. The catalyst is C(O)C. The product is [Cl:15][C:13]1[C:9]2[O:10][CH2:11][O:12][C:8]=2[CH:7]=[C:6]([C:3]2[C:2]([C:16]([F:18])([F:17])[F:19])=[N:27][N:26]([C:21]3[N:22]=[CH:23][CH:24]=[CH:25][N:20]=3)[C:4]=2[NH2:5])[CH:14]=1. (4) The reactants are [NH2:1][CH2:2][CH2:3][CH2:4][C:5]([OH:7])=[O:6].[CH2:8](O)[CH:9]=[CH2:10].[C:12]1([CH3:22])[CH:17]=[CH:16][C:15]([S:18]([OH:21])(=[O:20])=O)=[CH:14][CH:13]=1. The catalyst is C1(C)C=CC=CC=1. The product is [C:12]1([CH3:22])[CH:13]=[CH:14][C:15]([S:18]([NH:1][CH2:2][CH2:3][CH2:4][C:5]([O:7][CH2:10][CH:9]=[CH2:8])=[O:6])(=[O:20])=[O:21])=[CH:16][CH:17]=1. The yield is 0.990. (5) The product is [N+:16]([C:11]1[CH:12]=[CH:13][CH:14]=[CH:15][C:10]=1[CH:8]([CH3:9])[CH2:7][O:6][C:4]([NH:1][NH:2][C:4]([O:6][CH2:7][CH:8]([C:10]1[CH:15]=[CH:14][CH:13]=[CH:12][C:11]=1[N+:16]([O-:18])=[O:17])[CH3:9])=[O:5])=[O:5])([O-:18])=[O:17]. The reactants are [NH2:1][NH2:2].Cl[C:4]([O:6][CH2:7][CH:8]([C:10]1[CH:15]=[CH:14][CH:13]=[CH:12][C:11]=1[N+:16]([O-:18])=[O:17])[CH3:9])=[O:5]. The catalyst is C(Cl)Cl. The yield is 0.320.